Dataset: Reaction yield outcomes from USPTO patents with 853,638 reactions. Task: Predict the reaction yield, written as a fraction of the theoretical maximum amount of product (1.0 means a 100% yield; for example, 0.34 means a 34% yield). (1) The reactants are [CH:1]1([CH:7]2[N:12]([CH2:13][C:14]3[CH:19]=[CH:18][C:17]([O:20][CH3:21])=[CH:16][CH:15]=3)[C:11](=[O:22])[CH2:10][O:9][CH2:8]2)[CH2:6][CH2:5][CH2:4][CH2:3][CH2:2]1.[Li]CCCC.[C:28]([Si:32]([O:35][CH2:36][CH2:37][CH2:38]I)([CH3:34])[CH3:33])([CH3:31])([CH3:30])[CH3:29]. The catalyst is C1COCC1. The product is [C:28]([Si:32]([CH3:34])([CH3:33])[O:35][CH2:36][CH2:37][CH2:38][CH:10]1[O:9][CH2:8][CH:7]([CH:1]2[CH2:2][CH2:3][CH2:4][CH2:5][CH2:6]2)[N:12]([CH2:13][C:14]2[CH:15]=[CH:16][C:17]([O:20][CH3:21])=[CH:18][CH:19]=2)[C:11]1=[O:22])([CH3:31])([CH3:30])[CH3:29]. The yield is 0.440. (2) The reactants are [C:1]([O:7][CH2:8][N:9]1[C:18](=[O:19])[C:17]2[C:12](=[CH:13][C:14]([O:21][CH2:22][C:23]3[CH:28]=[CH:27][CH:26]=[CH:25][CH:24]=3)=[CH:15][C:16]=2[OH:20])[N:11]=[CH:10]1)(=[O:6])[C:2]([CH3:5])([CH3:4])[CH3:3].N(C1C2C(=CC=CC=2)N=CN=1)C1C=CC=CC=1.[Cl:46][CH2:47][CH2:48]O.C1(P(C2C=CC=CC=2)C2C=CC=CC=2)C=CC=CC=1.CC(OC(/N=N/C(OC(C)(C)C)=O)=O)(C)C. The catalyst is O1CCCC1. The product is [C:1]([O:7][CH2:8][N:9]1[C:18](=[O:19])[C:17]2[C:12](=[CH:13][C:14]([O:21][CH2:22][C:23]3[CH:28]=[CH:27][CH:26]=[CH:25][CH:24]=3)=[CH:15][C:16]=2[O:20][CH2:48][CH2:47][Cl:46])[N:11]=[CH:10]1)(=[O:6])[C:2]([CH3:5])([CH3:4])[CH3:3]. The yield is 0.800. (3) The reactants are C1(C(C2C=CC=CC=2)=[N:8][CH2:9][C:10]([O:12][CH2:13][CH3:14])=[O:11])C=CC=CC=1.CC(C)([O-])C.[K+].[CH3:27][O:28][C:29]1[CH:37]=[CH:36][C:32]([C:33]([Cl:35])=[O:34])=[CH:31][CH:30]=1.Cl. The catalyst is O1CCCC1. The product is [ClH:35].[NH2:8][CH:9]([C:33]([C:32]1[CH:36]=[CH:37][C:29]([O:28][CH3:27])=[CH:30][CH:31]=1)=[O:34])[C:10]([O:12][CH2:13][CH3:14])=[O:11]. The yield is 1.00. (4) The reactants are [C:1]([C:4]1[CH:5]=[C:6]([CH:17]=[CH:18][CH:19]=1)[O:7][C:8]1[CH:13]=[CH:12][C:11]([N+:14]([O-])=O)=[CH:10][CH:9]=1)([OH:3])=[O:2]. The catalyst is CO.[Pd]. The product is [C:1]([C:4]1[CH:5]=[C:6]([CH:17]=[CH:18][CH:19]=1)[O:7][C:8]1[CH:13]=[CH:12][C:11]([NH2:14])=[CH:10][CH:9]=1)([OH:3])=[O:2]. The yield is 0.480. (5) The reactants are [NH3:1].[Cl:2][C:3]1[CH:12]=[CH:11][C:10]([C:13]2[C:18]([N:19]([CH3:21])[CH3:20])=[CH:17][CH:16]=[CH:15][N:14]=2)=[CH:9][C:4]=1[C:5](OC)=[O:6]. The catalyst is CO. The product is [Cl:2][C:3]1[CH:12]=[CH:11][C:10]([C:13]2[C:18]([N:19]([CH3:21])[CH3:20])=[CH:17][CH:16]=[CH:15][N:14]=2)=[CH:9][C:4]=1[C:5]([NH2:1])=[O:6]. The yield is 0.739. (6) The reactants are Cl.[C:2]([O:18][CH3:19])(=[O:17])/[CH:3]=[CH:4]/[C:5]([O:7][CH2:8][C:9](=[O:16])[N:10]1[CH2:15][CH2:14][NH:13][CH2:12][CH2:11]1)=[O:6].[C:20](Cl)(=[O:22])[CH3:21].C(N(C(C)C)CC)(C)C. The catalyst is ClCCl. The product is [C:5]([O:7][CH2:8][C:9]([N:10]1[CH2:15][CH2:14][N:13]([C:20](=[O:22])[CH3:21])[CH2:12][CH2:11]1)=[O:16])(=[O:6])/[CH:4]=[CH:3]/[C:2]([O:18][CH3:19])=[O:17]. The yield is 0.540. (7) The catalyst is O.CN(C)C=O. The reactants are [S:1]1[CH:5]=[CH:4][CH:3]=[C:2]1[S:6]([NH:9][C:10]1[CH:11]=[CH:12][CH:13]=[C:14]2[C:18]=1[NH:17][C:16]([C:19]([OH:21])=O)=[CH:15]2)(=[O:8])=[O:7].[NH2:22][CH2:23][C:24]([CH3:27])([OH:26])[CH3:25].N1(O)C2C=CC=CC=2N=N1.Cl.CN(C)CCCN=C=NCC.C(O)(=O)CC(CC(O)=O)(C(O)=O)O. The yield is 0.650. The product is [OH:26][C:24]([CH3:27])([CH3:25])[CH2:23][NH:22][C:19]([C:16]1[NH:17][C:18]2[C:14]([CH:15]=1)=[CH:13][CH:12]=[CH:11][C:10]=2[NH:9][S:6]([C:2]1[S:1][CH:5]=[CH:4][CH:3]=1)(=[O:7])=[O:8])=[O:21].